This data is from Peptide-MHC class II binding affinity with 134,281 pairs from IEDB. The task is: Regression. Given a peptide amino acid sequence and an MHC pseudo amino acid sequence, predict their binding affinity value. This is MHC class II binding data. (1) The peptide sequence is HDWILADKRPTAWFLHHHHHH. The MHC is DRB3_0202 with pseudo-sequence DRB3_0202. The binding affinity (normalized) is 0.851. (2) The peptide sequence is IFSKNLNIKLNMPLY. The MHC is HLA-DPA10201-DPB10501 with pseudo-sequence HLA-DPA10201-DPB10501. The binding affinity (normalized) is 0.463.